This data is from Forward reaction prediction with 1.9M reactions from USPTO patents (1976-2016). The task is: Predict the product of the given reaction. (1) Given the reactants I[C:2]1[S:6][C:5]([C:7]2[CH:8]=[C:9]3[C:13](=[CH:14][CH:15]=2)[C:12](=[O:16])[N:11]([CH3:17])[CH:10]3[CH3:18])=[CH:4][CH:3]=1.[NH2:19][C:20]1[CH:21]=[N:22][CH:23]=[C:24](B2OC(C)(C)C(C)(C)O2)[CH:25]=1, predict the reaction product. The product is: [NH2:19][C:20]1[CH:25]=[C:24]([C:2]2[S:6][C:5]([C:7]3[CH:8]=[C:9]4[C:13](=[CH:14][CH:15]=3)[C:12](=[O:16])[N:11]([CH3:17])[CH:10]4[CH3:18])=[CH:4][CH:3]=2)[CH:23]=[N:22][CH:21]=1. (2) Given the reactants [NH2:1][C:2]1[CH:15]=[CH:14][C:5]([C:6]([NH:8][C:9]2[S:10][CH:11]=[CH:12][N:13]=2)=[O:7])=[CH:4][CH:3]=1.[CH:16](=O)[CH2:17][CH3:18].C(O)(=O)C.[BH-](OC(C)=O)(OC(C)=O)OC(C)=O.[Na+], predict the reaction product. The product is: [CH2:16]([NH:1][C:2]1[CH:15]=[CH:14][C:5]([C:6]([NH:8][C:9]2[S:10][CH:11]=[CH:12][N:13]=2)=[O:7])=[CH:4][CH:3]=1)[CH2:17][CH3:18]. (3) Given the reactants [CH3:1][C@:2]1([C:12]([OH:14])=[O:13])[CH2:6][CH2:5][C@@H:4]([C:7]([OH:9])=[O:8])[C:3]1([CH3:11])[CH3:10].S(Cl)(Cl)=O.O.[OH-].[Na+].[CH3:22]O, predict the reaction product. The product is: [CH3:22][O:8][C:7]([C@@H:4]1[CH2:5][CH2:6][C@:2]([CH3:1])([C:12]([OH:14])=[O:13])[C:3]1([CH3:10])[CH3:11])=[O:9]. (4) Given the reactants [F:1][C:2]1([F:24])[CH2:7][CH2:6][CH:5]([CH2:8][NH:9][C:10]([C:12]2[C:13]3[CH:14]=[CH:15][C:16](Cl)=[N:17][C:18]=3[CH:19]=[CH:20][C:21]=2[Cl:22])=[O:11])[CH2:4][CH2:3]1.[CH3:25][O:26][CH2:27][CH2:28][CH2:29][NH2:30], predict the reaction product. The product is: [F:1][C:2]1([F:24])[CH2:7][CH2:6][CH:5]([CH2:8][NH:9][C:10]([C:12]2[C:13]3[CH:14]=[CH:15][C:16]([NH:30][CH2:29][CH2:28][CH2:27][O:26][CH3:25])=[N:17][C:18]=3[CH:19]=[CH:20][C:21]=2[Cl:22])=[O:11])[CH2:4][CH2:3]1. (5) Given the reactants [OH:1][C:2]1[CH:9]=[CH:8][C:5]([C:6]#[N:7])=[CH:4][C:3]=1[CH2:10][CH2:11][CH3:12].Br[CH2:14][CH2:15][CH2:16][O:17][C:18]1[CH:19]=[C:20]2[C:24](=[CH:25][CH:26]=1)[N:23]([CH2:27][C:28]([O:30][CH3:31])=[O:29])[CH:22]=[CH:21]2.C(=O)([O-])[O-].[Cs+].[Cs+], predict the reaction product. The product is: [C:6]([C:5]1[CH:8]=[CH:9][C:2]([O:1][CH2:14][CH2:15][CH2:16][O:17][C:18]2[CH:19]=[C:20]3[C:24](=[CH:25][CH:26]=2)[N:23]([CH2:27][C:28]([O:30][CH3:31])=[O:29])[CH:22]=[CH:21]3)=[C:3]([CH2:10][CH2:11][CH3:12])[CH:4]=1)#[N:7]. (6) Given the reactants [Cl:1][C:2]1[CH:3]=[C:4]([C:22]2[CH:27]=[CH:26][C:25]([C:28]([OH:30])=O)=[CH:24][CH:23]=2)[CH:5]=[C:6]([Cl:21])[C:7]=1[CH2:8][C@@H:9]1[CH2:13][CH2:12][N:11]([N:14]2[CH2:19][CH2:18][CH2:17][CH2:16][CH2:15]2)[C:10]1=[O:20].C(N1C=CN=C1)(N1C=CN=C1)=O.Cl.[F:44][C:45]([F:53])([F:52])[CH:46]1[CH2:51][CH2:50][NH:49][CH2:48][CH2:47]1.C(N(C(C)C)CC)(C)C, predict the reaction product. The product is: [Cl:1][C:2]1[CH:3]=[C:4]([C:22]2[CH:23]=[CH:24][C:25]([C:28]([N:49]3[CH2:50][CH2:51][CH:46]([C:45]([F:53])([F:52])[F:44])[CH2:47][CH2:48]3)=[O:30])=[CH:26][CH:27]=2)[CH:5]=[C:6]([Cl:21])[C:7]=1[CH2:8][C@@H:9]1[CH2:13][CH2:12][N:11]([N:14]2[CH2:15][CH2:16][CH2:17][CH2:18][CH2:19]2)[C:10]1=[O:20].